This data is from Full USPTO retrosynthesis dataset with 1.9M reactions from patents (1976-2016). The task is: Predict the reactants needed to synthesize the given product. (1) Given the product [CH3:13][O:12][C:10]1[CH:11]=[C:6]2[C:7](=[CH:8][CH:9]=1)[NH:14][N:16]=[C:5]2[CH2:4][C@H:3]([OH:2])[CH3:15], predict the reactants needed to synthesize it. The reactants are: [Cl-].[OH:2][C@H:3]([CH3:15])[CH2:4][CH2:5][C:6]1[CH:11]=[C:10]([O:12][CH3:13])[CH:9]=[CH:8][C:7]=1[NH3+:14].[N:16](OCCC(C)C)=O.O. (2) Given the product [CH2:20]([O:24][C:25]1[CH:30]=[CH:29][C:28]([S:31]([N:4]2[CH2:5][CH2:6][S:7][C:2]([CH3:12])([CH3:1])[C@@H:3]2[C:8]([O:10][CH3:11])=[O:9])(=[O:33])=[O:32])=[CH:27][CH:26]=1)[CH:21]=[C:22]=[CH2:23], predict the reactants needed to synthesize it. The reactants are: [CH3:1][C:2]1([CH3:12])[S:7][CH2:6][CH2:5][NH:4][C@H:3]1[C:8]([O:10][CH3:11])=[O:9].CN1CCOCC1.[CH2:20]([O:24][C:25]1[CH:30]=[CH:29][C:28]([S:31](Cl)(=[O:33])=[O:32])=[CH:27][CH:26]=1)[CH:21]=[C:22]=[CH2:23]. (3) The reactants are: [NH2:1][C:2]1[CH:12]=[C:11]([CH2:13][N:14]2[CH2:18][CH2:17][C@@H:16]([NH:19][C:20]([O:22][C:23]([CH3:26])([CH3:25])[CH3:24])=[O:21])[CH2:15]2)[C:10]([C:27]([F:30])([F:29])[F:28])=[CH:9][C:3]=1[C:4]([O:6]CC)=[O:5].NC1C(Br)=CC(C(F)(F)F)=CC=1C(O)=O. Given the product [NH2:1][C:2]1[CH:12]=[C:11]([CH2:13][N:14]2[CH2:18][CH2:17][C@@H:16]([NH:19][C:20]([O:22][C:23]([CH3:24])([CH3:25])[CH3:26])=[O:21])[CH2:15]2)[C:10]([C:27]([F:30])([F:28])[F:29])=[CH:9][C:3]=1[C:4]([OH:6])=[O:5], predict the reactants needed to synthesize it. (4) Given the product [Br:1][C:2]1[CH:3]=[C:4]([C:14]([NH:15][C:16]2[C:24]([CH3:25])=[CH:23][C:22]([Cl:26])=[CH:21][C:17]=2[C:18]([NH:28][NH2:29])=[O:20])=[O:19])[N:5]([C:7]2[C:12]([Cl:13])=[CH:11][CH:10]=[CH:9][N:8]=2)[CH:6]=1, predict the reactants needed to synthesize it. The reactants are: [Br:1][C:2]1[CH:3]=[C:4]([C:14]2[O:19][C:18](=[O:20])[C:17]3[CH:21]=[C:22]([Cl:26])[CH:23]=[C:24]([CH3:25])[C:16]=3[N:15]=2)[N:5]([C:7]2[C:12]([Cl:13])=[CH:11][CH:10]=[CH:9][N:8]=2)[CH:6]=1.O.[NH2:28][NH2:29].O1CCCC1. (5) Given the product [CH3:23][N:5]([CH2:6][C:7](=[O:8])[NH:9][C:10]1[CH:15]=[CH:14][C:13]([O:16][C:17]2[CH:22]=[CH:21][CH:20]=[CH:19][CH:18]=2)=[CH:12][CH:11]=1)[CH2:4][CH2:3][CH2:2][NH:1][CH2:24][C:26]1[CH:35]=[CH:34][C:29]([C:30]([O:32][CH3:33])=[O:31])=[CH:28][CH:27]=1, predict the reactants needed to synthesize it. The reactants are: [NH2:1][CH2:2][CH2:3][CH2:4][N:5]([CH3:23])[CH2:6][C:7]([NH:9][C:10]1[CH:15]=[CH:14][C:13]([O:16][C:17]2[CH:22]=[CH:21][CH:20]=[CH:19][CH:18]=2)=[CH:12][CH:11]=1)=[O:8].[CH:24]([C:26]1[CH:35]=[CH:34][C:29]([C:30]([O:32][CH3:33])=[O:31])=[CH:28][CH:27]=1)=O.C(N(C(C)C)CC)(C)C.[BH4-].[Na+]. (6) Given the product [CH2:1]([O:3][C:4]1[CH:5]=[C:6]2[N:12]([C:13]3[CH:18]=[CH:17][CH:16]=[CH:15][CH:14]=3)[C:11](=[O:25])[CH2:10][C:7]2=[N:8][CH:9]=1)[CH3:2], predict the reactants needed to synthesize it. The reactants are: [CH2:1]([O:3][C:4]1[CH:5]=[C:6]2[N:12]([C:13]3[CH:18]=[CH:17][CH:16]=[CH:15][CH:14]=3)[CH:11]=[CH:10][C:7]2=[N:8][CH:9]=1)[CH3:2].ClN1C(=[O:25])CCC1=O.P(=O)(O)(O)O. (7) Given the product [O:19]=[C:17]([N:12]1[CH2:11][CH2:10][C:9]([C:4]2[CH:5]=[CH:6][C:7]([Cl:8])=[C:2]([Cl:1])[CH:3]=2)([C:15]#[N:16])[CH2:14][CH2:13]1)[CH3:18], predict the reactants needed to synthesize it. The reactants are: [Cl:1][C:2]1[CH:3]=[C:4]([C:9]2([C:15]#[N:16])[CH2:14][CH2:13][NH:12][CH2:11][CH2:10]2)[CH:5]=[CH:6][C:7]=1[Cl:8].[C:17](Cl)(=[O:19])[CH3:18]. (8) The reactants are: Cl.[N:2]1[CH:7]=[CH:6][C:5]([CH2:8]Cl)=[CH:4][CH:3]=1.[CH3:10][O:11][C:12]1[CH:13]=[C:14]([C:20]2[C@@H:29]3[C@@H:24]([CH2:25][CH:26]=[CH:27][CH2:28]3)[C:23](=[O:30])[N:22]([CH:31]3[CH2:36][CH2:35][N:34](C4C=CC([N+]([O-])=O)=CC=4)[CH2:33][CH2:32]3)[N:21]=2)[CH:15]=[CH:16][C:17]=1[O:18][CH3:19].O. Given the product [CH3:10][O:11][C:12]1[CH:13]=[C:14]([C:20]2[C@@H:29]3[C@@H:24]([CH2:25][CH:26]=[CH:27][CH2:28]3)[C:23](=[O:30])[N:22]([CH:31]3[CH2:36][CH2:35][N:34]([CH2:8][C:5]4[CH:6]=[CH:7][N:2]=[CH:3][CH:4]=4)[CH2:33][CH2:32]3)[N:21]=2)[CH:15]=[CH:16][C:17]=1[O:18][CH3:19], predict the reactants needed to synthesize it.